From a dataset of Reaction yield outcomes from USPTO patents with 853,638 reactions. Predict the reaction yield, written as a fraction of the theoretical maximum amount of product (1.0 means a 100% yield; for example, 0.34 means a 34% yield). (1) The reactants are C(OC(=O)[NH:7][C@H:8]([C:13]([N:15]1[CH2:19][CH:18]=[CH:17][C@H:16]1[C:20]#[N:21])=[O:14])[C:9]([CH3:12])([CH3:11])[CH3:10])(C)(C)C.FC(F)(F)C(O)=O. The catalyst is ClCCl. The product is [NH2:7][C@@H:8]([C:9]([CH3:12])([CH3:11])[CH3:10])[C:13]([N:15]1[CH2:19][CH:18]=[CH:17][C@H:16]1[C:20]#[N:21])=[O:14]. The yield is 0.170. (2) The reactants are [F:1][C:2]([F:13])([F:12])[C:3]1([C:6]2[O:10][N:9]=[C:8]([NH2:11])[CH:7]=2)[CH2:5][CH2:4]1.C(=O)([O-])[O-].[K+].[K+].Cl[C:21]([O:23][C:24]1[CH:29]=[CH:28][CH:27]=[CH:26][CH:25]=1)=[O:22]. The catalyst is ClCCl. The product is [F:13][C:2]([F:1])([F:12])[C:3]1([C:6]2[O:10][N:9]=[C:8]([NH:11][C:21](=[O:22])[O:23][C:24]3[CH:29]=[CH:28][CH:27]=[CH:26][CH:25]=3)[CH:7]=2)[CH2:4][CH2:5]1. The yield is 0.650. (3) The reactants are [CH2:1]([O:3][C:4]([C:6]1[C:18]([CH2:19][CH2:20][C:21]2[CH:26]=[CH:25][C:24]([C:27]([F:30])([F:29])[F:28])=[CH:23][CH:22]=2)=[N:17][C:9]2[C@H:10]3[N:14]([C:15](=[O:16])[C:8]=2[C:7]=1[C:31]1[CH:39]=[CH:38][C:34]([C:35]([OH:37])=O)=[CH:33][CH:32]=1)[CH2:13][CH2:12][CH2:11]3)=[O:5])[CH3:2].[N:40]1[CH:45]=[CH:44][C:43]([C@H:46]([NH2:48])[CH3:47])=[CH:42][CH:41]=1.C1C=CC2N(O)N=NC=2C=1.C(Cl)CCl. The catalyst is C(Cl)Cl.CCOC(C)=O.CO. The product is [O:16]=[C:15]1[N:14]2[C@@H:10]([CH2:11][CH2:12][CH2:13]2)[C:9]2[N:17]=[C:18]([CH2:19][CH2:20][C:21]3[CH:26]=[CH:25][C:24]([C:27]([F:30])([F:29])[F:28])=[CH:23][CH:22]=3)[C:6]([C:4]([O:3][CH2:1][CH3:2])=[O:5])=[C:7]([C:31]3[CH:39]=[CH:38][C:34]([C:35]([NH:48][C@@H:46]([C:43]4[CH:44]=[CH:45][N:40]=[CH:41][CH:42]=4)[CH3:47])=[O:37])=[CH:33][CH:32]=3)[C:8]1=2. The yield is 0.360. (4) The reactants are C([O:8][C:9]1[CH:14]=[CH:13][C:12]([S:15]([NH:18][C@@H:19]2[CH2:24][CH2:23][N:22]([C:25]([O:27][C:28]([CH3:31])([CH3:30])[CH3:29])=[O:26])[CH2:21][C@:20]2([CH3:36])[C:32]([O:34][CH3:35])=[O:33])(=[O:17])=[O:16])=[CH:11][CH:10]=1)C1C=CC=CC=1. The catalyst is CO.[OH-].[OH-].[Pd+2]. The product is [OH:8][C:9]1[CH:10]=[CH:11][C:12]([S:15]([NH:18][C@@H:19]2[CH2:24][CH2:23][N:22]([C:25]([O:27][C:28]([CH3:29])([CH3:30])[CH3:31])=[O:26])[CH2:21][C@:20]2([CH3:36])[C:32]([O:34][CH3:35])=[O:33])(=[O:16])=[O:17])=[CH:13][CH:14]=1. The yield is 0.960. (5) The reactants are C(OC([C:6]1[C:14]2[CH2:13][CH2:12][N:11]([C:15]3[CH:20]=[CH:19][C:18]([N:21]4[CH2:26][CH2:25][CH2:24][CH2:23][C:22]4=[O:27])=[CH:17][CH:16]=3)[C:10](=[O:28])[C:9]=2[N:8]([C:29]2[CH:34]=[CH:33][C:32]([O:35][CH3:36])=[CH:31][CH:30]=2)[N:7]=1)=O)C.C[Mg+].[Br-]. The catalyst is C1COCC1. The product is [OH:35][C:32]([C:6]1[C:14]2[CH2:13][CH2:12][N:11]([C:15]3[CH:20]=[CH:19][C:18]([N:21]4[CH2:26][CH2:25][CH2:24][CH2:23][C:22]4=[O:27])=[CH:17][CH:16]=3)[C:10](=[O:28])[C:9]=2[N:8]([C:29]2[CH:34]=[CH:33][C:32]([O:35][CH3:36])=[CH:31][CH:30]=2)[N:7]=1)([CH3:33])[CH3:31]. The yield is 0.480. (6) The reactants are [CH3:1][N:2]1[C:6]([C:7]2[CH:12]=[CH:11][CH:10]=[CH:9][CH:8]=2)=[CH:5][CH:4]=[C:3]1[C:13]1[CH:14]=[C:15]2[C:20](=[CH:21][CH:22]=1)[CH:19]=[C:18]([O:23][CH2:24][C:25]#[N:26])[CH:17]=[CH:16]2.[Cl-].[NH4+].[N-:29]=[N+:30]=[N-:31].[Na+]. The catalyst is CN(C=O)C. The product is [CH3:1][N:2]1[C:6]([C:7]2[CH:8]=[CH:9][CH:10]=[CH:11][CH:12]=2)=[CH:5][CH:4]=[C:3]1[C:13]1[CH:14]=[C:15]2[C:20](=[CH:21][CH:22]=1)[CH:19]=[C:18]([O:23][CH2:24][C:25]1[NH:31][N:30]=[N:29][N:26]=1)[CH:17]=[CH:16]2. The yield is 0.810.